This data is from Forward reaction prediction with 1.9M reactions from USPTO patents (1976-2016). The task is: Predict the product of the given reaction. (1) Given the reactants [F:1][C:2]1([F:35])[O:7][C:6]2[CH:8]=[CH:9][C:10]([NH:12][C:13]([NH:15][C:16]3[CH:32]=[CH:31][C:19]([O:20][C:21]4[CH:26]=[CH:25][N:24]=[C:23]([C:27](OC)=[O:28])[CH:22]=4)=[CH:18][CH:17]=3)=[O:14])=[CH:11][C:5]=2[C:4]([F:34])([F:33])[O:3]1.[Cl-].[Mg+2].[Cl-].[NH2:39][CH2:40][CH2:41][CH2:42][N:43]1[CH:47]=[CH:46][N:45]=[CH:44]1, predict the reaction product. The product is: [N:43]1([CH2:42][CH2:41][CH2:40][NH:39][C:27]([C:23]2[CH:22]=[C:21]([O:20][C:19]3[CH:18]=[CH:17][C:16]([NH:15][C:13]([NH:12][C:10]4[CH:9]=[CH:8][C:6]5[O:7][C:2]([F:1])([F:35])[O:3][C:4]([F:34])([F:33])[C:5]=5[CH:11]=4)=[O:14])=[CH:32][CH:31]=3)[CH:26]=[CH:25][N:24]=2)=[O:28])[CH:47]=[CH:46][N:45]=[CH:44]1. (2) Given the reactants [CH3:1][C:2]1[S:3][CH:4]=[C:5]([C:7]#[N:8])[N:6]=1.[Br:9]N1C(=O)CCC1=O.C(=O)(O)[O-].[Na+], predict the reaction product. The product is: [Br:9][CH2:1][C:2]1[S:3][CH:4]=[C:5]([C:7]#[N:8])[N:6]=1. (3) Given the reactants I[C:2]1[CH:3]=[C:4]([O:11][CH3:12])[CH:5]=[CH:6][C:7]=1[N+:8]([O-])=O.[C:13]1(=O)[CH2:21][CH2:20][CH2:19][CH2:18][CH2:17][CH2:16][CH2:15][NH:14]1.CNCCN, predict the reaction product. The product is: [CH3:12][O:11][C:4]1[CH:3]=[C:2]2[C:7]([N:8]=[C:13]3[CH2:21][CH2:20][CH2:19][CH2:18][CH2:17][CH2:16][CH2:15][N:14]32)=[CH:6][CH:5]=1.